This data is from Forward reaction prediction with 1.9M reactions from USPTO patents (1976-2016). The task is: Predict the product of the given reaction. (1) Given the reactants [CH2:1]([N:8]([CH2:13][C:14]([OH:16])=O)[CH2:9][C:10]([OH:12])=O)[C:2]1[CH:7]=[CH:6][CH:5]=[CH:4][CH:3]=1.C(OC(=O)C)(=O)C.[CH:24]1[CH:29]=[CH:28][C:27]([CH2:30][CH2:31][NH2:32])=[CH:26][CH:25]=1.C(OC(C)C)(=O)C.N1C=CN=C1.C(=O)([O-])[O-].[K+].[K+], predict the reaction product. The product is: [CH2:1]([N:8]1[CH2:9][C:10](=[O:12])[N:32]([CH2:31][CH2:30][C:27]2[CH:28]=[CH:29][CH:24]=[CH:25][CH:26]=2)[C:14](=[O:16])[CH2:13]1)[C:2]1[CH:3]=[CH:4][CH:5]=[CH:6][CH:7]=1. (2) Given the reactants [OH:1][C:2]1[CH:10]=[CH:9][C:8]2[NH:7][C:6]3[CH:11]([CH2:14][C:15]([O:17][CH2:18][CH3:19])=[O:16])[CH2:12][CH2:13][C:5]=3[C:4]=2[CH:3]=1.C(=O)([O-])[O-].[Cs+].[Cs+].Cl[CH2:27][C:28]1[CH:33]=[CH:32][C:31]([CH:34]2[CH2:38][CH2:37][CH2:36][CH2:35]2)=[C:30]([C:39]([F:42])([F:41])[F:40])[CH:29]=1, predict the reaction product. The product is: [CH:34]1([C:31]2[CH:32]=[CH:33][C:28]([CH2:27][O:1][C:2]3[CH:10]=[CH:9][C:8]4[NH:7][C:6]5[CH:11]([CH2:14][C:15]([O:17][CH2:18][CH3:19])=[O:16])[CH2:12][CH2:13][C:5]=5[C:4]=4[CH:3]=3)=[CH:29][C:30]=2[C:39]([F:40])([F:41])[F:42])[CH2:35][CH2:36][CH2:37][CH2:38]1. (3) Given the reactants [N:1]1[CH:6]=[CH:5][CH:4]=[C:3]([S:7](Cl)(=[O:9])=[O:8])[CH:2]=1.[O:11]1[C:15]2[CH:16]=[CH:17][CH:18]=[CH:19][C:14]=2[CH:13]=[C:12]1[CH2:20][NH2:21].Cl.C1(C2N=NC(CN)=CC=2)C=CC=CC=1, predict the reaction product. The product is: [O:11]1[C:15]2[CH:16]=[CH:17][CH:18]=[CH:19][C:14]=2[CH:13]=[C:12]1[CH2:20][NH:21][S:7]([C:3]1[CH:2]=[N:1][CH:6]=[CH:5][CH:4]=1)(=[O:9])=[O:8]. (4) Given the reactants [CH3:1][O:2][C:3]1[CH:8]=[CH:7][C:6]([NH:9][CH:10]2[CH2:15][CH2:14][N:13]([C:16]([O:18][C:19]([CH3:22])([CH3:21])[CH3:20])=[O:17])[CH2:12][CH2:11]2)=[CH:5][CH:4]=1.Cl[CH2:24][C:25]1[CH:30]=[CH:29][N:28]=[C:27]([C:31]2[CH:36]=[CH:35][CH:34]=[C:33]([O:37][CH3:38])[CH:32]=2)[CH:26]=1, predict the reaction product. The product is: [C:19]([O:18][C:16]([N:13]1[CH2:14][CH2:15][CH:10]([N:9]([C:6]2[CH:5]=[CH:4][C:3]([O:2][CH3:1])=[CH:8][CH:7]=2)[CH2:24][C:25]2[CH:30]=[CH:29][N:28]=[C:27]([C:31]3[CH:36]=[CH:35][CH:34]=[C:33]([O:37][CH3:38])[CH:32]=3)[CH:26]=2)[CH2:11][CH2:12]1)=[O:17])([CH3:22])([CH3:21])[CH3:20]. (5) Given the reactants [Br:1][C:2]1[CH:18]=[CH:17][C:5]2[N:6]=[C:7]([C:9]3[CH:14]=[CH:13][C:12]([CH2:15]Br)=[CH:11][CH:10]=3)[O:8][C:4]=2[CH:3]=1.[N:19]1([C:25]([O:27][C:28]([CH3:31])([CH3:30])[CH3:29])=[O:26])[CH2:24][CH2:23][NH:22][CH2:21][CH2:20]1, predict the reaction product. The product is: [Br:1][C:2]1[CH:18]=[CH:17][C:5]2[N:6]=[C:7]([C:9]3[CH:14]=[CH:13][C:12]([CH2:15][N:22]4[CH2:21][CH2:20][N:19]([C:25]([O:27][C:28]([CH3:31])([CH3:30])[CH3:29])=[O:26])[CH2:24][CH2:23]4)=[CH:11][CH:10]=3)[O:8][C:4]=2[CH:3]=1.